From a dataset of Reaction yield outcomes from USPTO patents with 853,638 reactions. Predict the reaction yield, written as a fraction of the theoretical maximum amount of product (1.0 means a 100% yield; for example, 0.34 means a 34% yield). (1) The reactants are [BH4-].[Li+].CO.[H][H].C([O:9][C:10](=O)[C:11]([CH3:30])([CH3:29])[CH2:12][CH2:13][CH2:14][CH2:15][C:16](=[O:28])[CH2:17][CH2:18][CH2:19][CH2:20][CH2:21][C:22]([CH3:27])([CH3:26])[C:23](O)=[O:24])C.Cl.[Cl-].[NH4+]. The catalyst is ClCCl. The product is [CH3:29][C:11]([CH3:30])([CH2:12][CH2:13][CH2:14][CH2:15][CH:16]([OH:28])[CH2:17][CH2:18][CH2:19][CH2:20][CH2:21][C:22]([CH3:27])([CH3:26])[CH2:23][OH:24])[CH2:10][OH:9]. The yield is 0.650. (2) The reactants are [Cl:1][C:2]1[CH:7]=[CH:6][N:5]=[C:4]2[NH:8][CH:9]=[CH:10][C:3]=12.[F:11][C:12]1[CH:19]=[CH:18][C:15]([CH2:16]Br)=[CH:14][CH:13]=1.[H-].[Na+].O. The catalyst is CN(C=O)C.CCOC(C)=O. The product is [Cl:1][C:2]1[CH:7]=[CH:6][N:5]=[C:4]2[N:8]([CH2:16][C:15]3[CH:18]=[CH:19][C:12]([F:11])=[CH:13][CH:14]=3)[CH:9]=[CH:10][C:3]=12. The yield is 0.770. (3) The reactants are [O:1]([CH2:8][CH2:9][S:10][CH2:11][C:12]1[CH:17]=[CH:16][C:15]([C:18]2[C:19]([C:24]([OH:26])=O)=[CH:20][CH:21]=[CH:22][CH:23]=2)=[CH:14][CH:13]=1)[C:2]1[CH:7]=[CH:6][CH:5]=[CH:4][CH:3]=1.C(N1C=CN=C1)(N1C=CN=C1)=O.[CH3:39][N:40]([CH3:45])[CH2:41][CH2:42][CH2:43][NH2:44]. The catalyst is C1COCC1. The product is [CH3:39][N:40]([CH3:45])[CH2:41][CH2:42][CH2:43][NH:44][C:24]([C:19]1[C:18]([C:15]2[CH:16]=[CH:17][C:12]([CH2:11][S:10][CH2:9][CH2:8][O:1][C:2]3[CH:3]=[CH:4][CH:5]=[CH:6][CH:7]=3)=[CH:13][CH:14]=2)=[CH:23][CH:22]=[CH:21][CH:20]=1)=[O:26]. The yield is 0.850. (4) The catalyst is CN(C)C=O. The reactants are [OH:1][CH:2]1[CH2:6][CH2:5][O:4][C:3]1=[O:7].[H-].[Na+].Br[CH2:11][CH2:12][O:13][CH:14]1[CH2:19][CH2:18][CH2:17][CH2:16][O:15]1.O. The yield is 0.260. The product is [O:15]1[CH2:16][CH2:17][CH2:18][CH2:19][CH:14]1[O:13][CH2:12][CH2:11][O:1][CH:2]1[CH2:6][CH2:5][O:4][C:3]1=[O:7]. (5) The reactants are Cl[C:2]1[CH:7]=[CH:6][N:5]=[C:4]([C:8]([OH:10])=O)[CH:3]=1.Cl.CN.C1C=CC2N(O)N=[N:20][C:18]=2C=1.C(N(CC)CC)C.[CH3:31][O:32][C:33]1[C:37]2[C:38](=[O:55])[N:39]([CH2:46][C:47](=[O:54])[C:48]3[CH:53]=[CH:52][CH:51]=[CH:50][CH:49]=3)[C:40]3[CH:41]=[CH:42][CH:43]=[CH:44][C:45]=3[C:36]=2[N:35]([CH3:56])[C:34]=1[C:57]([NH:59][CH:60]1[CH2:65][CH2:64][NH:63][CH2:62][CH2:61]1)=[O:58].C(=O)([O-])[O-].[K+].[K+]. The catalyst is CN(C=O)C.C(=O)([O-])O.[Na+]. The product is [CH3:31][O:32][C:33]1[C:37]2[C:38](=[O:55])[N:39]([CH2:46][C:47](=[O:54])[C:48]3[CH:53]=[CH:52][CH:51]=[CH:50][CH:49]=3)[C:40]3[CH:41]=[CH:42][CH:43]=[CH:44][C:45]=3[C:36]=2[N:35]([CH3:56])[C:34]=1[C:57]([NH:59][CH:60]1[CH2:61][CH2:62][N:63]([C:2]2[CH:7]=[CH:6][N:5]=[C:4]([C:8](=[O:10])[NH:20][CH3:18])[CH:3]=2)[CH2:64][CH2:65]1)=[O:58]. The yield is 0.110. (6) The reactants are [OH:1][C:2]1[CH:7]=[CH:6][C:5]([C@H:8]2[CH2:12][C:11]3([CH2:17][CH2:16][N:15](C(OC(C)(C)C)=O)[CH2:14][CH2:13]3)[O:10][CH2:9]2)=[CH:4][CH:3]=1.[F:25][C:26]1[CH:27]=[C:28]([CH:31]=[CH:32][CH:33]=1)[CH2:29]Br.[ClH:34].FC1C=CC(COC2C=CC([C@H]3CC4(CCNCC4)OC3)=CC=2)=CC=1. No catalyst specified. The product is [ClH:34].[F:25][C:26]1[CH:27]=[C:28]([CH:31]=[CH:32][CH:33]=1)[CH2:29][O:1][C:2]1[CH:3]=[CH:4][C:5]([C@H:8]2[CH2:12][C:11]3([CH2:13][CH2:14][NH:15][CH2:16][CH2:17]3)[O:10][CH2:9]2)=[CH:6][CH:7]=1. The yield is 0.840. (7) The reactants are Br[C:2]1[CH:7]=[C:6]([CH3:8])[C:5]([NH:9][C:10]([NH:12][C:13]2[CH:14]=[C:15]([C:34]3[CH:39]=[CH:38][C:37]([F:40])=[C:36]([F:41])[CH:35]=3)[CH:16]=[CH:17][C:18]=2[C:19]([NH:21][C@H:22]([C:30]([O:32][CH3:33])=[O:31])[C@@H:23]([CH3:29])[O:24][C:25]([CH3:28])([CH3:27])[CH3:26])=[O:20])=[O:11])=[C:4]([CH3:42])[CH:3]=1.[CH2:43]([Sn](CCCC)(CCCC)CC=C)[CH2:44][CH2:45]C. The catalyst is C(#N)C.C1C=CC([P]([Pd]([P](C2C=CC=CC=2)(C2C=CC=CC=2)C2C=CC=CC=2)([P](C2C=CC=CC=2)(C2C=CC=CC=2)C2C=CC=CC=2)[P](C2C=CC=CC=2)(C2C=CC=CC=2)C2C=CC=CC=2)(C2C=CC=CC=2)C2C=CC=CC=2)=CC=1. The product is [CH3:26][C:25]([O:24][C@H:23]([CH3:29])[C@@H:22]([C:30]([O:32][CH3:33])=[O:31])[NH:21][C:19]([C:18]1[CH:17]=[CH:16][C:15]([C:34]2[CH:39]=[CH:38][C:37]([F:40])=[C:36]([F:41])[CH:35]=2)=[CH:14][C:13]=1[NH:12][C:10]([NH:9][C:5]1[C:6]([CH3:8])=[CH:7][C:2]([CH2:45][CH:44]=[CH2:43])=[CH:3][C:4]=1[CH3:42])=[O:11])=[O:20])([CH3:28])[CH3:27]. The yield is 0.780. (8) The reactants are Br[C:2]1[N:6]2[CH:7]=[CH:8][C:9]([CH3:11])=[CH:10][C:5]2=[N:4][CH:3]=1.[NH2:12][C:13]1[CH:14]=[C:15](B(O)O)[CH:16]=[CH:17][CH:18]=1.O. The catalyst is COCCOC. The product is [NH2:12][C:13]1[CH:18]=[C:17]([C:2]2[N:6]3[CH:7]=[CH:8][C:9]([CH3:11])=[CH:10][C:5]3=[N:4][CH:3]=2)[CH:16]=[CH:15][CH:14]=1. The yield is 1.00.